Dataset: Reaction yield outcomes from USPTO patents with 853,638 reactions. Task: Predict the reaction yield, written as a fraction of the theoretical maximum amount of product (1.0 means a 100% yield; for example, 0.34 means a 34% yield). (1) The reactants are Cl.Cl.[NH:3]1[CH2:6][CH:5]([C:7]2[C:8]([O:28][CH3:29])=[C:9]([CH:15]([N:17]3[C:21]4=[N:22][CH:23]=[N:24][C:25]([NH2:26])=[C:20]4[C:19]([CH3:27])=[N:18]3)[CH3:16])[CH:10]=[C:11]([Cl:14])[C:12]=2[CH3:13])[CH2:4]1.C(N(CC)CC)C.Br[C@@H:38]([CH3:43])[C:39]([O:41][CH3:42])=[O:40]. The catalyst is C(#N)C. The product is [NH2:26][C:25]1[N:24]=[CH:23][N:22]=[C:21]2[N:17]([CH:15]([C:9]3[C:8]([O:28][CH3:29])=[C:7]([CH:5]4[CH2:4][N:3]([C@H:38]([CH3:43])[C:39]([O:41][CH3:42])=[O:40])[CH2:6]4)[C:12]([CH3:13])=[C:11]([Cl:14])[CH:10]=3)[CH3:16])[N:18]=[C:19]([CH3:27])[C:20]=12. The yield is 0.280. (2) The reactants are [Cl-].O[NH3+:3].[C:4](=[O:7])([O-])[OH:5].[Na+].CS(C)=O.[CH3:13][C:14]1([CH3:48])[CH2:19][CH:18]([N:20]2[C:25](=[O:26])[C:24]([CH2:27][C:28]3[CH:33]=[CH:32][C:31]([C:34]4[C:35]([C:40]#[N:41])=[CH:36][CH:37]=[CH:38][CH:39]=4)=[CH:30][CH:29]=3)=[C:23]([CH2:42][CH2:43][CH3:44])[N:22]3[N:45]=[CH:46][N:47]=[C:21]23)[CH2:17][CH2:16][O:15]1. The catalyst is C(OCC)(=O)C. The product is [CH3:48][C:14]1([CH3:13])[CH2:19][CH:18]([N:20]2[C:25](=[O:26])[C:24]([CH2:27][C:28]3[CH:29]=[CH:30][C:31]([C:34]4[CH:39]=[CH:38][CH:37]=[CH:36][C:35]=4[C:40]4[NH:3][C:4](=[O:7])[O:5][N:41]=4)=[CH:32][CH:33]=3)=[C:23]([CH2:42][CH2:43][CH3:44])[N:22]3[N:45]=[CH:46][N:47]=[C:21]23)[CH2:17][CH2:16][O:15]1. The yield is 0.540. (3) The reactants are [CH2:1]([NH2:13])[CH2:2][CH2:3][CH2:4][CH2:5][CH2:6][CH2:7][CH2:8][CH2:9][CH2:10][CH2:11][CH3:12].[Li]CCCC.C([O:21][C:22](=O)[C:23]1[CH:28]=[C:27]([C:29]2[CH:34]=[CH:33][CH:32]=[C:31]([Cl:35])[CH:30]=2)[C:26]([O:36][CH2:37][CH2:38][OH:39])=[C:25]([C:40]2[CH:45]=[CH:44][CH:43]=[C:42]([Cl:46])[CH:41]=2)[CH:24]=1)C. The catalyst is C1COCC1. The product is [CH2:1]([NH:13][C:22](=[O:21])[C:23]1[CH:24]=[C:25]([C:40]2[CH:45]=[CH:44][CH:43]=[C:42]([Cl:46])[CH:41]=2)[C:26]([O:36][CH2:37][CH2:38][OH:39])=[C:27]([C:29]2[CH:34]=[CH:33][CH:32]=[C:31]([Cl:35])[CH:30]=2)[CH:28]=1)[CH2:2][CH2:3][CH2:4][CH2:5][CH2:6][CH2:7][CH2:8][CH2:9][CH2:10][CH2:11][CH3:12]. The yield is 0.720. (4) The yield is 0.0410. The product is [CH3:20][N:21]1[CH2:26][CH2:25][N:24]([C:2]2[CH:7]=[CH:6][CH:5]=[CH:4][C:3]=2[C:8]2[CH:13]=[CH:12][C:11]([CH2:14][N:15]3[CH:19]=[N:18][CH:17]=[N:16]3)=[CH:10][CH:9]=2)[CH2:23][CH2:22]1. The catalyst is C1(C)C=CC=CC=1.C([O-])(=O)C.[Pd+2].C([O-])(=O)C. The reactants are Br[C:2]1[CH:7]=[CH:6][CH:5]=[CH:4][C:3]=1[C:8]1[CH:13]=[CH:12][C:11]([CH2:14][N:15]2[CH:19]=[N:18][CH:17]=[N:16]2)=[CH:10][CH:9]=1.[CH3:20][N:21]1[CH2:26][CH2:25][NH:24][CH2:23][CH2:22]1.C1(P(C2C=CC=CC=2)C2C=CC3C(=CC=CC=3)C=2C2C3C(=CC=CC=3)C=CC=2P(C2C=CC=CC=2)C2C=CC=CC=2)C=CC=CC=1.CC(C)([O-])C.[Na+].